This data is from Forward reaction prediction with 1.9M reactions from USPTO patents (1976-2016). The task is: Predict the product of the given reaction. (1) Given the reactants [NH3:1].[S:2]1[C:6]2[CH:7]=[CH:8][CH:9]=[CH:10][C:5]=2[N:4]=[C:3]1[C:11]1[CH:12]=[C:13]([S:16](Cl)(=[O:18])=[O:17])[S:14][CH:15]=1, predict the reaction product. The product is: [S:2]1[C:6]2[CH:7]=[CH:8][CH:9]=[CH:10][C:5]=2[N:4]=[C:3]1[C:11]1[CH:12]=[C:13]([S:16]([NH2:1])(=[O:18])=[O:17])[S:14][CH:15]=1. (2) Given the reactants [C:1]1([C:12]2[CH:17]=[CH:16][CH:15]=[CH:14][CH:13]=2)[CH:6]=[CH:5][C:4]([O:7][CH2:8][CH2:9][CH2:10]O)=[CH:3][CH:2]=1.C1(P(C2C=CC=CC=2)C2C=CC=CC=2)C=CC=CC=1.C(Br)(Br)(Br)[Br:38], predict the reaction product. The product is: [Br:38][CH2:10][CH2:9][CH2:8][O:7][C:4]1[CH:5]=[CH:6][C:1]([C:12]2[CH:17]=[CH:16][CH:15]=[CH:14][CH:13]=2)=[CH:2][CH:3]=1. (3) Given the reactants [NH2:1][C:2]1[CH:24]=[CH:23][C:5]([CH2:6][CH2:7][O:8][C:9]2[CH:14]=[CH:13][C:12]([CH2:15][CH:16]([O:20][CH2:21][CH3:22])[C:17]([OH:19])=[O:18])=[CH:11][CH:10]=2)=[CH:4][CH:3]=1.[CH3:25][N:26]=[C:27](SC)[NH:28][C:29]1[CH:34]=[CH:33][CH:32]=[CH:31][CH:30]=1.C(N(CC)CC)C, predict the reaction product. The product is: [NH:28]([C:27]([NH:1][C:2]1[CH:3]=[CH:4][C:5]([CH2:6][CH2:7][O:8][C:9]2[CH:14]=[CH:13][C:12]([CH2:15][CH:16]([O:20][CH2:21][CH3:22])[C:17]([OH:19])=[O:18])=[CH:11][CH:10]=2)=[CH:23][CH:24]=1)=[N:26][CH3:25])[C:29]1[CH:34]=[CH:33][CH:32]=[CH:31][CH:30]=1. (4) The product is: [F:28][C:24]1[CH:25]=[CH:26][CH:27]=[C:2]([F:1])[C:3]=1[C:4]([NH:6][C:7]1[S:8][C:9]([C:14]2[CH:19]=[CH:18][CH:17]=[C:16]([C:20]([F:21])([F:22])[F:23])[CH:15]=2)=[C:10]([C:12]2[CH:42]=[C:41]([Si:38]([CH3:40])([CH3:39])[CH3:37])[O:31][N:30]=2)[N:11]=1)=[O:5]. Given the reactants [F:1][C:2]1[CH:27]=[CH:26][CH:25]=[C:24]([F:28])[C:3]=1[C:4]([NH:6][C:7]1[S:8][C:9]([C:14]2[CH:19]=[CH:18][CH:17]=[C:16]([C:20]([F:23])([F:22])[F:21])[CH:15]=2)=[C:10]([CH:12]=O)[N:11]=1)=[O:5].Cl.[NH2:30][OH:31].C([O-])(O)=O.[Na+].[CH3:37][Si:38]([C:41]#[CH:42])([CH3:40])[CH3:39].ClN1C(=O)CCC1=O, predict the reaction product.